This data is from CYP1A2 inhibition data for predicting drug metabolism from PubChem BioAssay. The task is: Regression/Classification. Given a drug SMILES string, predict its absorption, distribution, metabolism, or excretion properties. Task type varies by dataset: regression for continuous measurements (e.g., permeability, clearance, half-life) or binary classification for categorical outcomes (e.g., BBB penetration, CYP inhibition). Dataset: cyp1a2_veith. (1) The drug is C[N+]1(C)CCc2cc3c(cc2[C@@H]1[C@@H]1OC(=O)c2c1ccc1c2OCO1)OCO3. The result is 0 (non-inhibitor). (2) The drug is Cc1cccc(-c2n[nH]c([N+](=O)[O-])n2)c1. The result is 1 (inhibitor). (3) The drug is C/C(=N\NC(=O)c1ccncc1)c1ccc2ccccc2c1O. The result is 1 (inhibitor). (4) The compound is CCOC(=O)c1cc(C#N)c(Oc2ccccc2OC)nc1-c1ccccc1. The result is 1 (inhibitor). (5) The drug is N#Cc1ccc(CN2CCC3(CC2)CCN(C(=O)c2ccncc2)CC3)cc1. The result is 0 (non-inhibitor).